Predict the reactants needed to synthesize the given product. From a dataset of Full USPTO retrosynthesis dataset with 1.9M reactions from patents (1976-2016). Given the product [CH2:24]([N:21]1[CH2:22][CH2:23][C@@H:19]([NH:18][C:16](=[O:17])[C@@H:15]([NH:14][C:10]([NH:9][C:5]2[CH:6]=[CH:7][CH:8]=[C:3]([C:2]([F:12])([F:13])[F:1])[CH:4]=2)=[O:11])[C:31]([CH3:32])([CH3:34])[CH3:33])[CH2:20]1)[C:25]1[CH:26]=[CH:27][CH:28]=[CH:29][CH:30]=1, predict the reactants needed to synthesize it. The reactants are: [F:1][C:2]([F:13])([F:12])[C:3]1[CH:4]=[C:5]([N:9]=[C:10]=[O:11])[CH:6]=[CH:7][CH:8]=1.[NH2:14][C@@H:15]([C:31]([CH3:34])([CH3:33])[CH3:32])[C:16]([NH:18][C@@H:19]1[CH2:23][CH2:22][N:21]([CH2:24][C:25]2[CH:30]=[CH:29][CH:28]=[CH:27][CH:26]=2)[CH2:20]1)=[O:17].